This data is from Reaction yield outcomes from USPTO patents with 853,638 reactions. The task is: Predict the reaction yield, written as a fraction of the theoretical maximum amount of product (1.0 means a 100% yield; for example, 0.34 means a 34% yield). (1) The product is [CH3:1][O:2][C:3]([C:5]1[CH:13]=[C:12]2[C:8]([C:9]([C:16]([OH:18])=[O:17])=[CH:10][N:11]2[CH2:14][CH3:15])=[CH:7][CH:6]=1)=[O:4]. The catalyst is CC(C)=O.O. The reactants are [CH3:1][O:2][C:3]([C:5]1[CH:13]=[C:12]2[C:8]([C:9]([CH:16]=[O:17])=[CH:10][N:11]2[CH2:14][CH3:15])=[CH:7][CH:6]=1)=[O:4].[O-:18][Mn](=O)(=O)=O.[K+]. The yield is 0.790. (2) The reactants are Cl.[Cl:2][C:3]1[CH:11]=[C:10]([NH:12][C:13]2[C:22]3[C:17](=[CH:18][CH:19]=[CH:20][C:21]=3[O:23][CH:24]3[CH2:29][CH2:28][N:27]([CH3:30])[CH2:26][CH2:25]3)[N:16]=[CH:15][N:14]=2)[CH:9]=[CH:8][C:4]=1[C:5](O)=[O:6].[CH3:31][CH:32]1[CH2:37][CH2:36][CH2:35][NH:34][CH2:33]1. No catalyst specified. The product is [Cl:2][C:3]1[CH:11]=[C:10]([CH:9]=[CH:8][C:4]=1[C:5]([N:34]1[CH2:35][CH2:36][CH2:37][CH:32]([CH3:31])[CH2:33]1)=[O:6])[NH:12][C:13]1[C:22]2[C:17](=[CH:18][CH:19]=[CH:20][C:21]=2[O:23][CH:24]2[CH2:29][CH2:28][N:27]([CH3:30])[CH2:26][CH2:25]2)[N:16]=[CH:15][N:14]=1. The yield is 0.590. (3) The reactants are [CH3:1][O:2][C:3]1[C:12]2[CH2:13][N:14]([CH2:17][C:18]3[CH:23]=[CH:22][C:21]([C:24]([F:27])([F:26])[F:25])=[CH:20][CH:19]=3)[C:15](=[O:16])[C:11]=2[C:10]([O:28]CC2C=CC(OC)=CC=2)=[C:9]2[C:4]=1[CH:5]=[CH:6][CH:7]=[N:8]2.C([SiH](CC)CC)C.FC(F)(F)C(O)=O. The catalyst is ClCCl. The product is [OH:28][C:10]1[C:11]2[C:15](=[O:16])[N:14]([CH2:17][C:18]3[CH:23]=[CH:22][C:21]([C:24]([F:27])([F:26])[F:25])=[CH:20][CH:19]=3)[CH2:13][C:12]=2[C:3]([O:2][CH3:1])=[C:4]2[C:9]=1[N:8]=[CH:7][CH:6]=[CH:5]2. The yield is 0.540. (4) The reactants are [F:1][C:2]([F:25])([F:24])[C:3]1[CH:8]=[CH:7][C:6]([C:9]2[N:13]=[C:12]([C:14]3[CH:23]=[CH:22][C:17]([C:18]([O:20]C)=[O:19])=[CH:16][CH:15]=3)[O:11][N:10]=2)=[CH:5][CH:4]=1.[OH-].[Na+].O1CCCC1.Cl. The catalyst is CO. The product is [F:25][C:2]([F:1])([F:24])[C:3]1[CH:8]=[CH:7][C:6]([C:9]2[N:13]=[C:12]([C:14]3[CH:23]=[CH:22][C:17]([C:18]([OH:20])=[O:19])=[CH:16][CH:15]=3)[O:11][N:10]=2)=[CH:5][CH:4]=1. The yield is 0.900. (5) The reactants are [F:1][C:2]([F:36])([F:35])[C:3]1[CH:4]=[C:5]([CH:28]=[C:29]([C:31]([F:34])([F:33])[F:32])[CH:30]=1)[CH2:6][N:7]1[CH2:14][CH2:13][CH2:12][O:11][C:10]2[N:15]=[C:16](Cl)[CH:17]=[C:18]([C:19]3[CH:24]=[CH:23][C:22]([Cl:25])=[CH:21][CH:20]=3)[C:9]=2[C:8]1=[O:27].[N:37]1([CH:42]2[CH2:47][CH2:46][NH:45][CH2:44][CH2:43]2)[CH2:41][CH2:40][CH2:39][CH2:38]1. No catalyst specified. The product is [F:32][C:31]([F:34])([F:33])[C:29]1[CH:28]=[C:5]([CH:4]=[C:3]([C:2]([F:36])([F:1])[F:35])[CH:30]=1)[CH2:6][N:7]1[CH2:14][CH2:13][CH2:12][O:11][C:10]2[N:15]=[C:16]([N:45]3[CH2:46][CH2:47][CH:42]([N:37]4[CH2:41][CH2:40][CH2:39][CH2:38]4)[CH2:43][CH2:44]3)[CH:17]=[C:18]([C:19]3[CH:20]=[CH:21][C:22]([Cl:25])=[CH:23][CH:24]=3)[C:9]=2[C:8]1=[O:27]. The yield is 0.560.